This data is from Peptide-MHC class II binding affinity with 134,281 pairs from IEDB. The task is: Regression. Given a peptide amino acid sequence and an MHC pseudo amino acid sequence, predict their binding affinity value. This is MHC class II binding data. (1) The peptide sequence is NFSLGAAVKAGAALL. The MHC is DRB1_0101 with pseudo-sequence DRB1_0101. The binding affinity (normalized) is 0.795. (2) The peptide sequence is RMVLASTTAKAMEQM. The MHC is DRB1_0301 with pseudo-sequence DRB1_0301. The binding affinity (normalized) is 0.395. (3) The binding affinity (normalized) is 0.603. The peptide sequence is HLHKVVEVPINVAEA. The MHC is DRB1_0101 with pseudo-sequence DRB1_0101. (4) The peptide sequence is DEYVEQVAQYKALPV. The MHC is DRB1_0101 with pseudo-sequence DRB1_0101. The binding affinity (normalized) is 0.855. (5) The peptide sequence is LGGLWKTVSPHLSPI. The MHC is HLA-DQA10501-DQB10301 with pseudo-sequence HLA-DQA10501-DQB10301. The binding affinity (normalized) is 0.386. (6) The peptide sequence is HAAIGAYLEEQEQWK. The MHC is DRB1_0301 with pseudo-sequence DRB1_0301. The binding affinity (normalized) is 0.284.